This data is from Forward reaction prediction with 1.9M reactions from USPTO patents (1976-2016). The task is: Predict the product of the given reaction. The product is: [NH:26]1[CH2:29][CH2:30][N:31]=[C:25]1[C:24]1[CH:23]=[CH:22][C:21]([S:18]([C:5]2[C:6]([NH:8][C:9]3[C:10]([CH3:17])=[CH:11][C:12]([CH3:16])=[CH:13][C:14]=3[CH3:15])=[N:7][C:2]([CH3:1])=[N:3][CH:4]=2)(=[O:20])=[O:19])=[CH:28][CH:27]=1. Given the reactants [CH3:1][C:2]1[N:7]=[C:6]([NH:8][C:9]2[C:14]([CH3:15])=[CH:13][C:12]([CH3:16])=[CH:11][C:10]=2[CH3:17])[C:5]([S:18]([C:21]2[CH:28]=[CH:27][C:24]([C:25]#[N:26])=[CH:23][CH:22]=2)(=[O:20])=[O:19])=[CH:4][N:3]=1.[CH2:29](N)[CH2:30][NH2:31].C([O-])(O)=O.[Na+], predict the reaction product.